Task: Predict the reactants needed to synthesize the given product.. Dataset: Full USPTO retrosynthesis dataset with 1.9M reactions from patents (1976-2016) (1) Given the product [Cl:1][C:2]1[C:7]([Cl:8])=[C:6]([C:9]([OH:18])([C:14]([F:16])([F:17])[F:15])[C:10]([F:11])([F:13])[F:12])[CH:5]=[CH:4][C:3]=1[C:19]1[S:23][C:22]([C:24]([O:26][CH2:27][CH3:28])=[O:25])=[N:21][C:20]=1[C:29]([N:37]1[CH2:38][C:34]([F:40])([F:33])[CH2:35][C@@H:36]1[CH3:39])=[O:31], predict the reactants needed to synthesize it. The reactants are: [Cl:1][C:2]1[C:7]([Cl:8])=[C:6]([C:9]([OH:18])([C:14]([F:17])([F:16])[F:15])[C:10]([F:13])([F:12])[F:11])[CH:5]=[CH:4][C:3]=1[C:19]1[S:23][C:22]([C:24]([O:26][CH2:27][CH3:28])=[O:25])=[N:21][C:20]=1[C:29]([OH:31])=O.Cl.[F:33][C:34]1([F:40])[CH2:38][NH:37][C@@H:36]([CH3:39])[CH2:35]1.CN(C(ON1N=NC2C=CC=NC1=2)=[N+](C)C)C.F[P-](F)(F)(F)(F)F.O. (2) Given the product [CH2:16]([C:18]1[O:19][C:20]2[C:26]([CH2:27][O:28][C:2]3[N:7]=[C:6]([CH3:8])[C:5]([CH2:9][CH2:10][C:11]([OH:13])=[O:12])=[CH:4][CH:3]=3)=[CH:25][C:24]([F:29])=[CH:23][C:21]=2[CH:22]=1)[CH3:17], predict the reactants needed to synthesize it. The reactants are: F[C:2]1[N:7]=[C:6]([CH3:8])[C:5]([CH2:9][CH2:10][C:11]([O:13]CC)=[O:12])=[CH:4][CH:3]=1.[CH2:16]([C:18]1[O:19][C:20]2[C:26]([CH2:27][OH:28])=[CH:25][C:24]([F:29])=[CH:23][C:21]=2[CH:22]=1)[CH3:17].